Dataset: Experimentally validated miRNA-target interactions with 360,000+ pairs, plus equal number of negative samples. Task: Binary Classification. Given a miRNA mature sequence and a target amino acid sequence, predict their likelihood of interaction. (1) The miRNA is hsa-miR-30a-5p with sequence UGUAAACAUCCUCGACUGGAAG. The protein sequence of the target gene is MGSTVPRSASVLLLLLLLRRAEQPCGAELTFELPDNAKQCFHEEVEQGVKFSLDYQVITGGHYDVDCYVEDPQGNTIYRETKKQYDSFTYRAEVKGVYQFCFSNEFSTFSHKTVYFDFQVGDEPPILPDMGNRVTALTQMESACVTIHEALKTVIDSQTHYRLREAQDRARAEDLNSRVSYWSVGETIALFVVSFSQVLLLKSFFTEKRPISRAVHS. Result: 1 (interaction). (2) The miRNA is ssc-miR-143-3p with sequence UGAGAUGAAGCACUGUAGCUC. The protein sequence of the target gene is MDPPGYNCFVDKDKMDASIQDLGPKELNCTELQELKQLARQGYWAQSHTLRGKVYQRLIRDIPCRTVTPDASVYSDIVGKIVGKHSSSSLPLPEFVDNTQVPTYCLNTRGEGAVRKILLCIANQFPDISFCPALPAVVALLLHYSIDEAECFEKACRILSCNDPTKKLIDQSFLAFESSCMTFGDLVNKYCQAAHKLMVAVSEDVLQVYSDWQRWLFGELPLNYFARVFDVFLVEGYKVLYRVALAILKFFHKVRAGQPLESDNVKQDIRMFVKDIAKTVSPEKLLEKAFAIRLFSRKEI.... Result: 0 (no interaction). (3) The miRNA is hsa-miR-650 with sequence AGGAGGCAGCGCUCUCAGGAC. The protein sequence of the target gene is MGGQVSASNSFSRLHCRNANEDWMSALCPRLWDVPLHHLSIPGSHDTMTYCLNKKSPISHEESRLLQLLNKALPCITRPVVLKWSVTQALDVTEQLDAGVRYLDLRIAHMLEGSEKNLHFVHMVYTTALVEDTLTEISEWLERHPREVVILACRNFEGLSEDLHEYLVACIKNIFGDMLCPRGEVPTLRQLWSRGQQVIVSYEDESSLRRHHELWPGVPYWWGNRVKTEALIRYLETMKSCGRPGGLFVAGINLTENLQYVLAHPSESLEKMTLPNLPRLSAWVREQCPGPGSRCTNIIA.... Result: 1 (interaction). (4) The miRNA is gga-miR-128-3p with sequence UCACAGUGAACCGGUCUCUUU. The protein sequence of the target gene is MSDIGDWFRSIPAITRYWFAATVAVPLVGKLGLISPAYLFLWPEAFLYRFQIWRPITATFYFPVGPGTGFLYLVNLYFLYQYSTRLETGAFDGRPADYLFMLLFNWICIVITGLAMDMQLLMIPLIMSVLYVWAQLNRDMIVSFWFGTRFKACYLPWVILGFNYIIGGSVINELIGNLVGHLYFFLMFRYPMDLGGRNFLSTPQFLYRWLPSRRGGVSGFGVPPASMRRAADQNGGGGRHNWGQGFRLGDQ. Result: 0 (no interaction). (5) The miRNA is hsa-miR-6890-3p with sequence CCACUGCCUAUGCCCCACAG. The protein sequence of the target gene is MFLLLNCIVAVSQNMGIGKNGDLPRPPLRNEFRYFQRMTTTSSVEGKQNLVIMGRKTWFSIPEKNRPLKDRINLVLSRELKEPPQGAHFLARSLDDALKLTERPELANKVDMIWIVGGSSVYKEAMNHLGHLKLFVTRIMQDFESDTFFSEIDLEKYKLLPEYPGVLSDVQEGKHIKYKFEVCEKDD. Result: 0 (no interaction). (6) The miRNA is hsa-miR-1537-3p with sequence AAAACCGUCUAGUUACAGUUGU. The protein sequence of the target gene is MPGKKARKNAQPSPARAPAELEVECATQLRRFGDKLNFRQKLLNLISKLFCSGT. Result: 1 (interaction). (7) The miRNA is hsa-miR-25-3p with sequence CAUUGCACUUGUCUCGGUCUGA. The protein sequence of the target gene is MPDVKESVPPKYPGDSEGRSCKPETSGPPQEDKSGSEDPPPFLSVTGLTETVNEVSKLSNKIGMNCDYYMEEKVLPPSSLEGKVKETVHNAFWDHLKEQLSATPPDFSCALELLKEIKEILLSLLLPRQNRLRIEIEEALDMDLLKQEAEHGALKVLYLSKYVLNMMALLCAPVRDEAVQKLENITDPVWLLRGIFQVLGRMKMDMVNYTIQSLQPHLQEHSIQYERAKFQELLNKQPSLLNHTTKWLTQAAGDLTMSPPTCPDTSDSSSVAGPSPNEAANNPEPLSPTMVLCQGFLNLL.... Result: 0 (no interaction).